From a dataset of Full USPTO retrosynthesis dataset with 1.9M reactions from patents (1976-2016). Predict the reactants needed to synthesize the given product. Given the product [Cl:1][C:2]1[CH:7]=[CH:6][CH:5]=[CH:4][C:3]=1[CH2:8][S:9]([C:12]1[CH:17]=[CH:16][C:15]([NH:18][C:24](=[O:25])[C:26]2[CH:12]=[CH:13][CH:14]=[CH:15][N:18]=2)=[CH:14][CH:13]=1)(=[O:11])=[O:10], predict the reactants needed to synthesize it. The reactants are: [Cl:1][C:2]1[CH:7]=[CH:6][CH:5]=[CH:4][C:3]=1[CH2:8][S:9]([C:12]1[CH:17]=[CH:16][C:15]([N+:18]([O-])=O)=[CH:14][CH:13]=1)(=[O:11])=[O:10].CCO[C:24]([CH3:26])=[O:25].